From a dataset of Reaction yield outcomes from USPTO patents with 853,638 reactions. Predict the reaction yield, written as a fraction of the theoretical maximum amount of product (1.0 means a 100% yield; for example, 0.34 means a 34% yield). (1) The reactants are [CH3:1][O:2][C:3]1[C:12]([NH:13][C:14](=[O:18])OCC)=[N:11][C:10]2[C:5](=[CH:6][CH:7]=[C:8]([O:19][CH3:20])[CH:9]=2)[N:4]=1.[CH3:21][C:22]1[CH:27]=[CH:26][CH:25]=[C:24]([CH3:28])[C:23]=1[N:29]1[CH2:34][CH2:33][NH:32][CH2:31][CH2:30]1. No catalyst specified. The product is [CH3:1][O:2][C:3]1[C:12]([NH:13][C:14]([N:32]2[CH2:33][CH2:34][N:29]([C:23]3[C:24]([CH3:28])=[CH:25][CH:26]=[CH:27][C:22]=3[CH3:21])[CH2:30][CH2:31]2)=[O:18])=[N:11][C:10]2[C:5](=[CH:6][CH:7]=[C:8]([O:19][CH3:20])[CH:9]=2)[N:4]=1. The yield is 0.870. (2) The reactants are [N+:1]([C:4]1[CH:9]=[CH:8][C:7]([C:10]2[N:15]=[C:14]([C:16]3[CH:21]=[CH:20][CH:19]=[CH:18][CH:17]=3)[N:13]=[C:12]([OH:22])[CH:11]=2)=[CH:6][CH:5]=1)([O-:3])=[O:2].[CH3:23][O:24][C:25]([C:27]1[CH:32]=[CH:31][C:30]([CH2:33]Br)=[CH:29][CH:28]=1)=[O:26].C(N(CC)CC)C.Cl. The catalyst is CN(C=O)C.O. The product is [CH3:23][O:24][C:25](=[O:26])[C:27]1[CH:32]=[CH:31][C:30]([CH2:33][O:22][C:12]2[CH:11]=[C:10]([C:7]3[CH:6]=[CH:5][C:4]([N+:1]([O-:3])=[O:2])=[CH:9][CH:8]=3)[N:15]=[C:14]([C:16]3[CH:21]=[CH:20][CH:19]=[CH:18][CH:17]=3)[N:13]=2)=[CH:29][CH:28]=1. The yield is 0.930. (3) The reactants are N1CCCCC1.C1C2C(COC(=O)[NH:23][C@H:24]([C:44]([OH:46])=[O:45])[CH2:25][CH2:26][CH2:27][CH2:28][N:29]([CH2:38][C:39]3[S:40][CH:41]=[CH:42][N:43]=3)[CH2:30][C:31](=[O:37])[O:32][C:33]([CH3:36])([CH3:35])[CH3:34])C3C(=CC=CC=3)C=2C=CC=1. The catalyst is CN(C=O)C. The product is [NH2:23][C@@H:24]([CH2:25][CH2:26][CH2:27][CH2:28][N:29]([CH2:30][C:31]([O:32][C:33]([CH3:36])([CH3:35])[CH3:34])=[O:37])[CH2:38][C:39]1[S:40][CH:41]=[CH:42][N:43]=1)[C:44]([OH:46])=[O:45]. The yield is 0.350. (4) The reactants are CC(C)([O-])C.[K+].[F:7][C:8]([F:12])([F:11])[CH2:9][OH:10].F[C:14]1[C:15]([C:20]([OH:22])=[O:21])=[N:16][CH:17]=[CH:18][CH:19]=1. The catalyst is O. The product is [F:7][C:8]([F:12])([F:11])[CH2:9][O:10][C:14]1[C:15]([C:20]([OH:22])=[O:21])=[N:16][CH:17]=[CH:18][CH:19]=1. The yield is 0.490. (5) The reactants are [F:1][C:2]1[CH:10]=[CH:9][CH:8]=[C:7]([F:11])[C:3]=1[C:4](=[S:6])[NH2:5].C([CH:14](Br)[C:15](=O)[C:16]([O-:18])=[O:17])C.[CH2:21](O)[CH3:22]. No catalyst specified. The product is [F:1][C:2]1[CH:10]=[CH:9][CH:8]=[C:7]([F:11])[C:3]=1[C:4]1[S:6][CH:14]=[C:15]([C:16]([O:18][CH2:21][CH3:22])=[O:17])[N:5]=1. The yield is 0.840. (6) The reactants are [F:1][C:2]1[CH:7]=[CH:6][C:5]([CH:8]([OH:24])[C:9]2[N:18]=[C:17]([OH:19])[C:16]3[C:11](=[CH:12][C:13]([C:20]([F:23])([F:22])[F:21])=[CH:14][CH:15]=3)[N:10]=2)=[CH:4][CH:3]=1.CC(OI1(OC(C)=O)(OC(C)=O)OC(=O)C2C=CC=CC1=2)=O.C(=O)(O)[O-].[Na+]. The catalyst is C(#N)C. The product is [F:1][C:2]1[CH:7]=[CH:6][C:5]([C:8]([C:9]2[N:18]=[C:17]([OH:19])[C:16]3[C:11](=[CH:12][C:13]([C:20]([F:22])([F:21])[F:23])=[CH:14][CH:15]=3)[N:10]=2)=[O:24])=[CH:4][CH:3]=1. The yield is 1.00. (7) The yield is 0.710. The reactants are [NH2:1][C:2]1[C:11]2[C:6](=[C:7](I)[C:8]([F:12])=[CH:9][CH:10]=2)[N:5]=[N:4][C:3]=1[C:14]([NH:16][CH2:17][CH2:18][CH3:19])=[O:15].[CH3:20][O:21][C:22]1[CH:27]=[CH:26][C:25]([O:28][CH3:29])=[CH:24][C:23]=1B(O)O. The catalyst is CCOCC. The product is [NH2:1][C:2]1[C:11]2[C:6](=[C:7]([C:26]3[CH:27]=[C:22]([O:21][CH3:20])[CH:23]=[CH:24][C:25]=3[O:28][CH3:29])[C:8]([F:12])=[CH:9][CH:10]=2)[N:5]=[N:4][C:3]=1[C:14]([NH:16][CH2:17][CH2:18][CH3:19])=[O:15]. (8) The reactants are Cl[CH2:2][C:3]1[NH:4][C:5](=[O:18])[C:6]2[C:11]([CH3:12])=[C:10]([C:13]([O:15][CH2:16][CH3:17])=[O:14])[S:9][C:7]=2[N:8]=1.[C:19]([O:23][C:24]([N:26]1[CH2:31][CH2:30][NH:29][CH2:28][CH2:27]1)=[O:25])([CH3:22])([CH3:21])[CH3:20].C(O)CO.C(N(CC)CC)C. The catalyst is O. The product is [C:19]([O:23][C:24]([N:26]1[CH2:31][CH2:30][N:29]([CH2:2][C:3]2[NH:4][C:5](=[O:18])[C:6]3[C:11]([CH3:12])=[C:10]([C:13]([O:15][CH2:16][CH3:17])=[O:14])[S:9][C:7]=3[N:8]=2)[CH2:28][CH2:27]1)=[O:25])([CH3:22])([CH3:20])[CH3:21]. The yield is 0.780. (9) The reactants are [C:1]([O:5][C:6]([NH:8][C:9]1[CH:10]=[N:11][C:12]([C:15]([O:17][CH3:18])=[O:16])=[N:13][CH:14]=1)=[O:7])([CH3:4])([CH3:3])[CH3:2].[C:19](=O)([O-])[O-].[Cs+].[Cs+].IC. The catalyst is CN(C=O)C.C(Cl)Cl. The product is [C:1]([O:5][C:6]([N:8]([CH3:19])[C:9]1[CH:14]=[N:13][C:12]([C:15]([O:17][CH3:18])=[O:16])=[N:11][CH:10]=1)=[O:7])([CH3:4])([CH3:3])[CH3:2]. The yield is 0.840.